Dataset: Reaction yield outcomes from USPTO patents with 853,638 reactions. Task: Predict the reaction yield, written as a fraction of the theoretical maximum amount of product (1.0 means a 100% yield; for example, 0.34 means a 34% yield). (1) The reactants are C([O:8][N:9]1[C:15](=[O:16])[N:14]2[CH2:17][C@H:10]1[CH2:11][CH2:12][C@H:13]2[C:18]([NH:20][O:21][CH:22]1[CH2:27][CH2:26][O:25][CH2:24][CH2:23]1)=[O:19])C1C=CC=CC=1.[H][H]. The catalyst is CO.[Pd]. The product is [OH:8][N:9]1[C:15](=[O:16])[N:14]2[CH2:17][C@H:10]1[CH2:11][CH2:12][C@H:13]2[C:18]([NH:20][O:21][CH:22]1[CH2:27][CH2:26][O:25][CH2:24][CH2:23]1)=[O:19]. The yield is 0.990. (2) The catalyst is CN(C)C=O. The reactants are [F:1][C:2]1[CH:7]=[CH:6][C:5]([C:8]2[C:12]([C:13]3[CH:18]=[CH:17][N:16]=[CH:15][CH:14]=3)=[CH:11][NH:10][N:9]=2)=[CH:4][CH:3]=1.[Br:19]N1C(=O)CCC1=O.O.C(OCC)(=O)C. The product is [Br:19][C:11]1[NH:10][N:9]=[C:8]([C:5]2[CH:4]=[CH:3][C:2]([F:1])=[CH:7][CH:6]=2)[C:12]=1[C:13]1[CH:18]=[CH:17][N:16]=[CH:15][CH:14]=1. The yield is 0.640. (3) The reactants are Br[CH2:2][C:3]([C:5]1[CH:10]=[CH:9][C:8]([N+:11]([O-:13])=[O:12])=[CH:7][CH:6]=1)=O.[C:14]([CH:17]1[CH2:22][CH2:21][N:20]([C:23]([O:25][C:26]([CH3:29])([CH3:28])[CH3:27])=[O:24])[CH2:19][CH2:18]1)(=[S:16])[NH2:15]. The catalyst is CCO. The product is [N+:11]([C:8]1[CH:9]=[CH:10][C:5]([C:3]2[N:15]=[C:14]([CH:17]3[CH2:22][CH2:21][N:20]([C:23]([O:25][C:26]([CH3:29])([CH3:28])[CH3:27])=[O:24])[CH2:19][CH2:18]3)[S:16][CH:2]=2)=[CH:6][CH:7]=1)([O-:13])=[O:12]. The yield is 0.690. (4) The reactants are CC1(C)C(C)(C)OB([C:9]2[CH2:14][CH2:13][CH:12]([C:15]([O:17][CH2:18][CH3:19])=[O:16])[CH2:11][CH:10]=2)O1.Cl[C:22]1[C:31]([C:32]([F:35])([F:34])[F:33])=[N:30][C:29]2[C:24](=[CH:25][CH:26]=[C:27]([O:36][CH3:37])[CH:28]=2)[N:23]=1. No catalyst specified. The product is [CH3:37][O:36][C:27]1[CH:28]=[C:29]2[C:24](=[CH:25][CH:26]=1)[N:23]=[C:22]([C:9]1[CH2:14][CH2:13][CH:12]([C:15]([O:17][CH2:18][CH3:19])=[O:16])[CH2:11][CH:10]=1)[C:31]([C:32]([F:35])([F:33])[F:34])=[N:30]2. The yield is 0.550. (5) The reactants are C(OC(=O)[NH:10][CH2:11][CH2:12][CH2:13][CH2:14][C:15]1[CH:20]=[CH:19][C:18]([O:21][CH2:22][C:23](=[O:29])[NH:24][CH2:25][C:26](=[O:28])[NH2:27])=[CH:17][CH:16]=1)C1C=CC=CC=1. The catalyst is CCO.C1COCC1. The product is [NH2:10][CH2:11][CH2:12][CH2:13][CH2:14][C:15]1[CH:20]=[CH:19][C:18]([O:21][CH2:22][C:23]([NH:24][CH2:25][C:26](=[O:28])[NH2:27])=[O:29])=[CH:17][CH:16]=1. The yield is 0.910. (6) The reactants are [CH3:1][C:2]([C:9]1[NH:10][C:11]2[C:16]([CH:17]=1)=[CH:15][C:14]([N+:18]([O-:20])=[O:19])=[CH:13][CH:12]=2)([CH3:8])[C:3]([O:5]CC)=[O:4].O[Li].O.Cl. The catalyst is C1COCC1.O. The product is [CH3:8][C:2]([C:9]1[NH:10][C:11]2[C:16]([CH:17]=1)=[CH:15][C:14]([N+:18]([O-:20])=[O:19])=[CH:13][CH:12]=2)([CH3:1])[C:3]([OH:5])=[O:4]. The yield is 0.990. (7) The reactants are C([Si](C)(C)[O:6][CH2:7][CH2:8][O:9][CH2:10][C:11]1[CH:16]=[CH:15][C:14]([CH:17]([CH2:19][CH2:20][CH2:21][CH2:22][CH2:23][CH2:24][CH2:25][CH2:26][CH3:27])[CH3:18])=[CH:13][CH:12]=1)(C)(C)C.[F-].C([N+](CCCC)(CCCC)CCCC)CCC. The catalyst is C1COCC1. The product is [CH3:18][CH:17]([C:14]1[CH:13]=[CH:12][C:11]([CH2:10][O:9][CH2:8][CH2:7][OH:6])=[CH:16][CH:15]=1)[CH2:19][CH2:20][CH2:21][CH2:22][CH2:23][CH2:24][CH2:25][CH2:26][CH3:27]. The yield is 0.860. (8) The reactants are Br[C:2]1[CH:3]=[C:4]([O:29][C:30]2[C:31]([CH3:36])=[N:32][CH:33]=[CH:34][CH:35]=2)[C:5]([NH:8][C:9]2[S:13][N:12]=[C:11]([CH:14]3[CH2:20][CH:19]4[N:21]([C:22]([O:24][C:25]([CH3:28])([CH3:27])[CH3:26])=[O:23])[CH:16]([CH2:17][CH2:18]4)[CH2:15]3)[N:10]=2)=[N:6][CH:7]=1.[SH:37][CH2:38][C:39]([O:41][CH3:42])=[O:40]. No catalyst specified. The product is [CH3:42][O:41][C:39](=[O:40])[CH2:38][S:37][C:2]1[CH:3]=[C:4]([O:29][C:30]2[C:31]([CH3:36])=[N:32][CH:33]=[CH:34][CH:35]=2)[C:5]([NH:8][C:9]2[S:13][N:12]=[C:11]([CH:14]3[CH2:20][CH:19]4[N:21]([C:22]([O:24][C:25]([CH3:28])([CH3:27])[CH3:26])=[O:23])[CH:16]([CH2:17][CH2:18]4)[CH2:15]3)[N:10]=2)=[N:6][CH:7]=1. The yield is 0.839.